This data is from Peptide-MHC class II binding affinity with 134,281 pairs from IEDB. The task is: Regression. Given a peptide amino acid sequence and an MHC pseudo amino acid sequence, predict their binding affinity value. This is MHC class II binding data. (1) The peptide sequence is GTVVLTATFALGAAL. The MHC is DRB1_0301 with pseudo-sequence DRB1_0301. The binding affinity (normalized) is 0.0870. (2) The peptide sequence is FWAVRGGGGESFGIV. The MHC is DRB1_1201 with pseudo-sequence DRB1_1201. The binding affinity (normalized) is 0.198. (3) The peptide sequence is NTLYLQMNSLRAEDT. The MHC is DRB1_1302 with pseudo-sequence DRB1_1302. The binding affinity (normalized) is 0.608. (4) The MHC is DRB1_1201 with pseudo-sequence DRB1_1201. The binding affinity (normalized) is 0.657. The peptide sequence is SHLIKIPLLIGYGNK.